From a dataset of Catalyst prediction with 721,799 reactions and 888 catalyst types from USPTO. Predict which catalyst facilitates the given reaction. (1) Reactant: [C:1]([C:3]1[CH:8]=[CH:7][CH:6]=[CH:5][C:4]=1[OH:9])#[N:2].[N-:10]=[N+:11]=[N-:12].[Na+].[Cl-].[NH4+].Cl. Product: [N:2]1[NH:10][N:11]=[N:12][C:1]=1[C:3]1[CH:8]=[CH:7][CH:6]=[CH:5][C:4]=1[OH:9]. The catalyst class is: 18. (2) Reactant: [CH2:1]([NH:8][C:9](=[O:32])[N:10]([C:12]1[C:21]2[C:16](=[CH:17][C:18]([O:30][CH3:31])=[C:19]([NH:22][C:23]([C@@H:25]3[CH2:29][CH2:28][CH2:27][NH:26]3)=[O:24])[CH:20]=2)[N:15]=[CH:14][N:13]=1)[CH3:11])[C:2]1[CH:7]=[CH:6][CH:5]=[CH:4][CH:3]=1.CCN(C(C)C)C(C)C.[C:42](Cl)(=[O:45])[CH:43]=[CH2:44]. Product: [C:42]([N:26]1[CH2:27][CH2:28][CH2:29][C@H:25]1[C:23]([NH:22][C:19]1[CH:20]=[C:21]2[C:16](=[CH:17][C:18]=1[O:30][CH3:31])[N:15]=[CH:14][N:13]=[C:12]2[N:10]([CH3:11])[C:9]([NH:8][CH2:1][C:2]1[CH:7]=[CH:6][CH:5]=[CH:4][CH:3]=1)=[O:32])=[O:24])(=[O:45])[CH:43]=[CH2:44]. The catalyst class is: 3. (3) Reactant: Cl[C:2]1[C:7]([C:8]([Cl:10])=[CH2:9])=[C:6]([C:11]([F:14])([F:13])[F:12])[N:5]=[C:4]([CH3:15])[N:3]=1.[NH:16]1[CH:20]=[CH:19][N:18]=[CH:17]1.O. Product: [Cl:10][C:8]([C:7]1[C:2]([N:16]2[CH:20]=[CH:19][N:18]=[CH:17]2)=[N:3][C:4]([CH3:15])=[N:5][C:6]=1[C:11]([F:14])([F:13])[F:12])=[CH2:9]. The catalyst class is: 10. (4) Reactant: C[O:2][C:3](=[O:23])[C:4]1[CH:9]=[CH:8][C:7]([NH:10][C:11]([NH:13][C:14]2[CH:19]=[N:18][C:17]([CH3:20])=[CH:16][N:15]=2)=[O:12])=[C:6]([O:21][CH3:22])[CH:5]=1.CO.O.[OH-].[Li+]. Product: [CH3:22][O:21][C:6]1[CH:5]=[C:4]([CH:9]=[CH:8][C:7]=1[NH:10][C:11]([NH:13][C:14]1[CH:19]=[N:18][C:17]([CH3:20])=[CH:16][N:15]=1)=[O:12])[C:3]([OH:23])=[O:2]. The catalyst class is: 6. (5) Reactant: [Br:1][C:2]1[C:7]([OH:8])=[C:6]([Cl:9])[CH:5]=[CH:4][N:3]=1.[C:10](=O)([O-])[O-].[K+].[K+].IC. Product: [Br:1][C:2]1[C:7]([O:8][CH3:10])=[C:6]([Cl:9])[CH:5]=[CH:4][N:3]=1. The catalyst class is: 21.